Dataset: Forward reaction prediction with 1.9M reactions from USPTO patents (1976-2016). Task: Predict the product of the given reaction. Given the reactants [CH2:1]([SH:5])[CH2:2][CH2:3][CH3:4].[OH-].[Na+].[C:8](=[S:10])=[S:9].Br[CH:12]([CH3:16])[C:13]([NH2:15])=[O:14].Cl, predict the reaction product. The product is: [C:8](=[S:10])([S:5][CH2:1][CH2:2][CH2:3][CH3:4])[S:9][CH:12]([CH3:16])[C:13]([NH2:15])=[O:14].